From a dataset of Forward reaction prediction with 1.9M reactions from USPTO patents (1976-2016). Predict the product of the given reaction. (1) Given the reactants [F:1][C:2]([F:14])([F:13])[C:3]1[CH:4]=[C:5]([S:9](Cl)(=[O:11])=[O:10])[CH:6]=[CH:7][CH:8]=1.[NH:15]1[CH2:20][CH2:19][CH2:18][CH2:17][CH:16]1[CH2:21][C:22]([OH:24])=[O:23].Cl, predict the reaction product. The product is: [F:1][C:2]([F:14])([F:13])[C:3]1[CH:4]=[C:5]([S:9]([N:15]2[CH2:20][CH2:19][CH2:18][CH2:17][CH:16]2[CH2:21][C:22]([OH:24])=[O:23])(=[O:11])=[O:10])[CH:6]=[CH:7][CH:8]=1. (2) Given the reactants [H-].[Na+].[CH2:3]([O:5][C:6]([C:8]1[NH:16][C:11]2=[CH:12][N:13]=[CH:14][CH:15]=[C:10]2[CH:9]=1)=[O:7])[CH3:4].[CH3:17]I.[NH4+].[Cl-], predict the reaction product. The product is: [CH2:3]([O:5][C:6]([C:8]1[N:16]([CH3:17])[C:11]2=[CH:12][N:13]=[CH:14][CH:15]=[C:10]2[CH:9]=1)=[O:7])[CH3:4]. (3) Given the reactants [CH2:1]([CH:4]1[CH2:8][NH:7][C:6](=[O:9])[CH2:5]1)[CH2:2][CH3:3].[CH2:10]=[O:11].[K], predict the reaction product. The product is: [OH:11][CH2:10][N:7]1[CH2:8][CH:4]([CH2:1][CH2:2][CH3:3])[CH2:5][C:6]1=[O:9]. (4) Given the reactants [CH3:1][C:2]([CH3:38])([CH2:7][O:8][C:9]1[CH:14]=[CH:13][C:12]([C:15]2[CH:20]=[CH:19][C:18]([C:21]3[N:22](COCC[Si](C)(C)C)[CH:23]=[C:24]([C:26]([F:29])([F:28])[F:27])[N:25]=3)=[CH:17][N:16]=2)=[CH:11][CH:10]=1)[C:3]([O:5][CH3:6])=[O:4], predict the reaction product. The product is: [CH3:1][C:2]([CH3:38])([CH2:7][O:8][C:9]1[CH:10]=[CH:11][C:12]([C:15]2[CH:20]=[CH:19][C:18]([C:21]3[NH:25][C:24]([C:26]([F:28])([F:27])[F:29])=[CH:23][N:22]=3)=[CH:17][N:16]=2)=[CH:13][CH:14]=1)[C:3]([O:5][CH3:6])=[O:4]. (5) Given the reactants [CH2:1]([N:3]1[CH2:8][CH2:7][N:6]([C:9]2[CH:14]=[CH:13][CH:12]=[C:11]([N+:15]([O-])=O)[C:10]=2[C:18]#[N:19])[CH2:5][CH2:4]1)[CH3:2].N#N, predict the reaction product. The product is: [NH2:15][C:11]1[C:10]([C:18]#[N:19])=[C:9]([N:6]2[CH2:7][CH2:8][N:3]([CH2:1][CH3:2])[CH2:4][CH2:5]2)[CH:14]=[CH:13][CH:12]=1. (6) Given the reactants CON(C)[C:4]([C:6]1[N:7]=[N:8][CH:9]=[CH:10][CH:11]=1)=[O:5].[CH3:13]C(O)=O.OO, predict the reaction product. The product is: [N:8]1[CH:9]=[CH:10][CH:11]=[C:6]([CH:4]([OH:5])[CH3:13])[N:7]=1.